From a dataset of Experimentally validated miRNA-target interactions with 360,000+ pairs, plus equal number of negative samples. Binary Classification. Given a miRNA mature sequence and a target amino acid sequence, predict their likelihood of interaction. (1) The miRNA is hsa-miR-1292-5p with sequence UGGGAACGGGUUCCGGCAGACGCUG. The protein sequence of the target gene is MTLDHQIINPTLKWSQPAVPSGGPLVQHAHTTLDSDAGLTENPLTKLLAIGKEDDNAQWHMEDVIEDIIGMESSFKEEGADSPLLMQRTLSGSILDVYSGEQGISPINMGLTSASCPSSLPMKREITETDTRALAKERQKKDNHNLIERRRRYNINYRIKELGTLIPKSNDPDMRWNKGTILKASVEYIKWLQKEQQRARELEHRQKKLEQANRRLLLRIQELEIQARTHGLPTLASLGTVDLGAHVTKQQSHPEQNSVDYCQQLTVSQGPSPELCDQAIAFSDPLSYFTDLSFSAALKE.... Result: 0 (no interaction). (2) The miRNA is hsa-miR-548ak with sequence AAAAGUAACUGCGGUUUUUGA. The protein sequence of the target gene is MKRGRLPSSSEDSDDNGSLSTTWSQNSRSQHRRSSCSRHEDRKPSEVFRTDLITAMKLHDSYQLNPDEYYVLADPWRQEWEKGVQVPVSPGTIPQPVARVVSEEKSLMFIRPKKYIVSSGSEPPELGYVDIRTLADSVCRYDLNDMDAAWLELTNEEFKEMGMPELDEYTMERVLEEFEQRCYDNMNHAIETEEGLGIEYDEDVVCDVCQSPDGEDGNEMVFCDKCNICVHQACYGILKVPEGSWLCRTCALGVQPKCLLCPKKGGAMKPTRSGTKWVHVSCALWIPEVSIGSPEKMEPI.... Result: 0 (no interaction). (3) The miRNA is hsa-miR-3612 with sequence AGGAGGCAUCUUGAGAAAUGGA. The protein sequence of the target gene is MAVTLDKDAYYRRVKRLYSNWRKGEDEYASIDAIVVSVGVDEEIVYAKSTALQTWLFGYELTDTIMVFCDDKIIFMASKKKVEFLKQIANTKGNENANGAPAITLLVREKNESNKSSFDKMIDAIKESKSGKKIGVFSKDKFPGEFMKSWSDCLNKEGFDKVDISAVVAYTIAVKEDGELNLMKKAASITSEVFNKFFKERVMEIVDADEKVRHSKLAESVEKAIEEKKYLAGADPSTVEMCYPPIIQSGGNYNLKFSVVSDKNHMHFGAITCAMGIRFKSYCSNLVRTLMVDPTQEVQE.... Result: 0 (no interaction). (4) The miRNA is cel-miR-51-5p with sequence UACCCGUAGCUCCUAUCCAUGUU. The protein sequence of the target gene is MELTEPLPSAAVQKEEQELLDRTFFSWAEFSRFFDKWCQQRLVVFSVKSSTRVARSPWANTPPLYRLIHVLKYSYVLLVCKDVRMPNKSTAWPPQPSCPAFITVKLSPLRDRLVVTECQLTHSHPACPREFAYHFRPGHLLANSCLPVRITNQISKQFVAPADVRRLLTHCKGPDHGVLDALQVLEGLFRTDPEAKVKLVFVEDQAMVETVFLLTSRTRALLRRFPRILLVDRLPGLQGTLDLMAVLCVDSAGRARQAACCVARPGTPSLLRFMLVSLLQSAPDVKGRVRCLTAGPEVAG.... Result: 0 (no interaction).